From a dataset of Full USPTO retrosynthesis dataset with 1.9M reactions from patents (1976-2016). Predict the reactants needed to synthesize the given product. (1) Given the product [O:1]([C:8]1[CH:9]=[CH:10][C:11]([NH:14][C:15]2[C:24]3[C:19](=[CH:20][C:21]([O:26][C@H:27]4[CH2:31][CH2:30][O:29][CH2:28]4)=[C:22]([NH:25][C:41](=[O:44])[CH:42]=[CH2:43])[CH:23]=3)[N:18]=[CH:17][N:16]=2)=[CH:12][CH:13]=1)[C:2]1[CH:3]=[CH:4][CH:5]=[CH:6][CH:7]=1, predict the reactants needed to synthesize it. The reactants are: [O:1]([C:8]1[CH:13]=[CH:12][C:11]([NH:14][C:15]2[C:24]3[C:19](=[CH:20][C:21]([O:26][C@H:27]4[CH2:31][CH2:30][O:29][CH2:28]4)=[C:22]([NH2:25])[CH:23]=3)[N:18]=[CH:17][N:16]=2)=[CH:10][CH:9]=1)[C:2]1[CH:7]=[CH:6][CH:5]=[CH:4][CH:3]=1.O1CCOCC1.C(Cl)Cl.[C:41](Cl)(=[O:44])[CH:42]=[CH2:43]. (2) Given the product [Br:1][C:2]1[CH:7]=[CH:6][CH:5]=[C:4]([CH3:8])[C:3]=1[CH2:9][CH2:10][CH2:11][OH:12], predict the reactants needed to synthesize it. The reactants are: [Br:1][C:2]1[CH:7]=[CH:6][CH:5]=[C:4]([CH3:8])[C:3]=1[CH2:9][CH2:10][C:11](OCC)=[O:12].CC(C[AlH]CC(C)C)C. (3) Given the product [CH3:20][O:19][C:18]1[C:17]2[N:16]=[C:15]([NH2:21])[N:14]3[CH2:22][CH2:23][N:24]=[C:13]3[C:12]=2[CH:11]=[CH:10][C:9]=1[O:8][CH2:1][CH2:2][CH2:7][S:29]([N:32]1[CH2:37][CH2:36][O:35][CH2:34][CH2:33]1)(=[O:31])=[O:30], predict the reactants needed to synthesize it. The reactants are: [CH2:1]([O:8][C:9]1[CH:10]=[CH:11][C:12]2[C:13]3[N:14]([CH2:22][CH2:23][N:24]=3)[C:15]([NH2:21])=[N:16][C:17]=2[C:18]=1[O:19][CH3:20])[C:2]1[CH:7]=CC=CC=1.ClCCC[S:29]([N:32]1[CH2:37][CH2:36][O:35][CH2:34][CH2:33]1)(=[O:31])=[O:30]. (4) Given the product [CH2:14]([N:21]1[CH2:26][CH2:25][CH:24]([NH:27][CH:9]2[CH2:8][CH2:7][C:6]3[C:11](=[CH:12][C:3]([O:2][CH3:1])=[CH:4][CH:5]=3)[CH2:10]2)[CH2:23][CH2:22]1)[C:15]1[CH:16]=[CH:17][CH:18]=[CH:19][CH:20]=1, predict the reactants needed to synthesize it. The reactants are: [CH3:1][O:2][C:3]1[CH:12]=[C:11]2[C:6]([CH2:7][CH2:8][C:9](=O)[CH2:10]2)=[CH:5][CH:4]=1.[CH2:14]([N:21]1[CH2:26][CH2:25][CH:24]([NH2:27])[CH2:23][CH2:22]1)[C:15]1[CH:20]=[CH:19][CH:18]=[CH:17][CH:16]=1.C(O[BH-](OC(=O)C)OC(=O)C)(=O)C.[Na+]. (5) Given the product [F:8][C:9]1[CH:17]=[C:16]2[C:12]([C:13]([CH2:28][C:29]([OH:31])=[O:30])=[C:14]([CH3:27])[C:15]2=[CH:18][C:19]2[CH:24]=[CH:23][C:22]([S:25]([CH3:26])=[O:7])=[CH:21][CH:20]=2)=[CH:11][C:10]=1[O:32][CH3:33], predict the reactants needed to synthesize it. The reactants are: I([O-])(=O)(=O)=O.[Na+].[OH2:7].[F:8][C:9]1[CH:17]=[C:16]2[C:12]([C:13]([CH2:28][C:29]([OH:31])=[O:30])=[C:14]([CH3:27])[C:15]2=[CH:18][C:19]2[CH:24]=[CH:23][C:22]([S:25][CH3:26])=[CH:21][CH:20]=2)=[CH:11][C:10]=1[O:32][CH3:33].CO. (6) Given the product [NH2:34][CH:12]([C:10]1[C:9]([N:15]2[CH2:20][CH2:19][C:18]([C:21]3[CH:26]=[CH:25][CH:24]=[CH:23][CH:22]=3)([OH:27])[CH2:17][CH2:16]2)=[C:8]2[C:3]([CH:4]=[CH:5][CH:6]=[N:7]2)=[C:2]([Cl:1])[CH:11]=1)[CH3:13], predict the reactants needed to synthesize it. The reactants are: [Cl:1][C:2]1[CH:11]=[C:10]([C:12](=O)[CH3:13])[C:9]([N:15]2[CH2:20][CH2:19][C:18]([OH:27])([C:21]3[CH:26]=[CH:25][CH:24]=[CH:23][CH:22]=3)[CH2:17][CH2:16]2)=[C:8]2[C:3]=1[CH:4]=[CH:5][CH:6]=[N:7]2.C([O-])(=O)C.[NH4+].C([BH3-])#[N:34].[Na+].